Dataset: Catalyst prediction with 721,799 reactions and 888 catalyst types from USPTO. Task: Predict which catalyst facilitates the given reaction. (1) Reactant: C1(C)C=CC(S([O-])(=O)=O)=CC=1.[NH+]1C=CC=CC=1.[Si:18]([O:35][C@H:36]1[C@H:50]([CH2:51][CH2:52][C@H:53]([CH2:62][O:63][Si](C)(C)C(C)(C)C)[O:54][Si](C)(C)C(C)(C)C)[C@H:39]2[CH2:40][C:41]3[C:46]([CH2:47][C@H:38]2[CH2:37]1)=[C:45]([O:48][CH3:49])[CH:44]=[CH:43][CH:42]=3)([C:31]([CH3:34])([CH3:33])[CH3:32])([C:25]1[CH:30]=[CH:29][CH:28]=[CH:27][CH:26]=1)[C:19]1[CH:24]=[CH:23][CH:22]=[CH:21][CH:20]=1. Product: [Si:18]([O:35][C@H:36]1[C@H:50]([CH2:51][CH2:52][C@@H:53]([OH:54])[CH2:62][OH:63])[C@H:39]2[CH2:40][C:41]3[C:46]([CH2:47][C@H:38]2[CH2:37]1)=[C:45]([O:48][CH3:49])[CH:44]=[CH:43][CH:42]=3)([C:31]([CH3:33])([CH3:32])[CH3:34])([C:25]1[CH:26]=[CH:27][CH:28]=[CH:29][CH:30]=1)[C:19]1[CH:20]=[CH:21][CH:22]=[CH:23][CH:24]=1. The catalyst class is: 8. (2) Reactant: [CH3:1][O:2][C:3](=[O:18])[C:4]1[CH:9]=[CH:8][C:7]([O:10][CH2:11][CH2:12][NH:13][S:14]([CH3:17])(=[O:16])=[O:15])=[CH:6][CH:5]=1.C[Si]([N-][Si](C)(C)C)(C)C.[Na+].[CH2:29](Br)[CH:30]=[CH:31][C:32]1[CH:37]=[CH:36][CH:35]=[CH:34][CH:33]=1.Cl. Product: [CH3:1][O:2][C:3](=[O:18])[C:4]1[CH:9]=[CH:8][C:7]([O:10][CH2:11][CH2:12][N:13]([S:14]([CH3:17])(=[O:16])=[O:15])[CH2:29]/[CH:30]=[CH:31]/[C:32]2[CH:37]=[CH:36][CH:35]=[CH:34][CH:33]=2)=[CH:6][CH:5]=1. The catalyst class is: 3.